The task is: Predict the product of the given reaction.. This data is from Forward reaction prediction with 1.9M reactions from USPTO patents (1976-2016). (1) Given the reactants [CH3:1][CH:2]1[C:7](=[O:8])[CH2:6][CH2:5][CH2:4][C:3]1=[O:9].[NH2:10][C:11]1[CH:16]=[CH:15][C:14]([CH2:17][C:18]([OH:20])=[O:19])=[CH:13][CH:12]=1, predict the reaction product. The product is: [CH3:1][C:2]1[C:3](=[O:9])[CH2:4][CH2:5][CH2:6][C:7]=1[NH:10][C:11]1[CH:12]=[CH:13][C:14]([CH2:17][C:18]([OH:20])=[O:19])=[CH:15][CH:16]=1.[CH3:6][CH2:7][OH:8]. (2) Given the reactants [Br-].[CH2:2]([N+:9]1[CH:14]=[CH:13][CH:12]=[C:11]([OH:15])[C:10]=1[C:16]1[CH:21]=[CH:20][CH:19]=[CH:18][CH:17]=1)[C:3]1[CH:8]=[CH:7][CH:6]=[CH:5][CH:4]=1.[C:22](#[N:25])[CH:23]=[CH2:24].C(N(CC)CC)C, predict the reaction product. The product is: [CH2:2]([N:9]1[C@@H:14]2[C@H:23]([C:22]#[N:25])[CH2:24][C@@:10]1([C:16]1[CH:21]=[CH:20][CH:19]=[CH:18][CH:17]=1)[C:11](=[O:15])[CH:12]=[CH:13]2)[C:3]1[CH:4]=[CH:5][CH:6]=[CH:7][CH:8]=1. (3) The product is: [CH3:1][O:2][C:3]1[CH:4]=[CH:5][C:6]([N+:10]([O-:12])=[O:11])=[C:7]([CH:8]=1)[O:9][CH2:32][C@H:33]1[CH2:35][O:34]1. Given the reactants [CH3:1][O:2][C:3]1[CH:4]=[CH:5][C:6]([N+:10]([O-:12])=[O:11])=[C:7]([OH:9])[CH:8]=1.C1(P(C2C=CC=CC=2)C2C=CC=CC=2)C=CC=CC=1.[CH3:32][CH2:33][O:34][C:35](/N=N/[C:35]([O:34][CH2:33][CH3:32])=O)=O, predict the reaction product.